From a dataset of Catalyst prediction with 721,799 reactions and 888 catalyst types from USPTO. Predict which catalyst facilitates the given reaction. Reactant: [CH3:1][O:2][C:3]1[CH:4]=[C:5]2[C:10](=[CH:11][C:12]=1[O:13][CH3:14])[NH:9][C:8](=[O:15])[CH:7]([C:16]([O:18]CC)=[O:17])[CH2:6]2.CO.O.[OH-].[Li+]. Product: [CH3:1][O:2][C:3]1[CH:4]=[C:5]2[C:10](=[CH:11][C:12]=1[O:13][CH3:14])[NH:9][C:8](=[O:15])[CH:7]([C:16]([OH:18])=[O:17])[CH2:6]2. The catalyst class is: 7.